Dataset: Catalyst prediction with 721,799 reactions and 888 catalyst types from USPTO. Task: Predict which catalyst facilitates the given reaction. Reactant: [OH-].[Na+].[NH2:3][CH2:4][C:5]1[CH:6]=[CH:7][C:8]([Cl:14])=[C:9]([CH:13]=1)[C:10]([OH:12])=[O:11].[CH3:15][C:16]([O:19][C:20](O[C:20]([O:19][C:16]([CH3:18])([CH3:17])[CH3:15])=[O:21])=[O:21])([CH3:18])[CH3:17]. Product: [C:16]([O:19][C:20]([NH:3][CH2:4][C:5]1[CH:6]=[CH:7][C:8]([Cl:14])=[C:9]([CH:13]=1)[C:10]([OH:12])=[O:11])=[O:21])([CH3:18])([CH3:17])[CH3:15]. The catalyst class is: 1.